Dataset: Catalyst prediction with 721,799 reactions and 888 catalyst types from USPTO. Task: Predict which catalyst facilitates the given reaction. (1) Reactant: Br[C:2]1[CH:35]=[CH:34][C:5]([CH2:6][O:7][C:8]2[CH:13]=[CH:12][CH:11]=[CH:10][C:9]=2[C:14]2[N:19]=[C:18]([N:20]3[C:24]([C:25]([F:28])([F:27])[F:26])=[C:23]([C:29]([O:31][CH2:32][CH3:33])=[O:30])[CH:22]=[N:21]3)[CH:17]=[CH:16][CH:15]=2)=[CH:4][CH:3]=1.[F:36][C:37]([F:48])([F:47])[C:38]1[CH:43]=[CH:42][C:41](B(O)O)=[CH:40][CH:39]=1.C(=O)([O-])[O-].[Na+].[Na+]. Product: [F:26][C:25]([F:28])([F:27])[C:24]1[N:20]([C:18]2[CH:17]=[CH:16][CH:15]=[C:14]([C:9]3[CH:10]=[CH:11][CH:12]=[CH:13][C:8]=3[O:7][CH2:6][C:5]3[CH:34]=[CH:35][C:2]([C:41]4[CH:42]=[CH:43][C:38]([C:37]([F:48])([F:47])[F:36])=[CH:39][CH:40]=4)=[CH:3][CH:4]=3)[N:19]=2)[N:21]=[CH:22][C:23]=1[C:29]([O:31][CH2:32][CH3:33])=[O:30]. The catalyst class is: 745. (2) Reactant: [OH-].[Na+].[CH3:3][O:4][C:5]1[CH:6]=[C:7]2[C:11](=[CH:12][C:13]=1[O:14][CH2:15][CH2:16][O:17][CH3:18])[C:10](=[O:19])[C:9](=[N:20]O)[CH2:8]2.C1(C)C=CC(S(Cl)(=O)=[O:29])=CC=1. Product: [C:9]([CH2:8][C:7]1[CH:6]=[C:5]([O:4][CH3:3])[C:13]([O:14][CH2:15][CH2:16][O:17][CH3:18])=[CH:12][C:11]=1[C:10]([OH:19])=[O:29])#[N:20]. The catalyst class is: 6. (3) Reactant: [C:1]([O:5][C:6]([N:8]1[CH2:13][CH2:12][CH:11]([C:14]2[N:19]=[C:18]([C:20]3[CH:28]=[CH:27][C:23]([C:24]([OH:26])=O)=[CH:22][CH:21]=3)[C:17]([C:29](=[O:31])[NH2:30])=[CH:16][CH:15]=2)[CH2:10][CH2:9]1)=[O:7])([CH3:4])([CH3:3])[CH3:2].[NH2:32][C:33]1[CH:38]=[CH:37][CH:36]=[CH:35][CH:34]=1.CN(C(ON1N=NC2C=CC=NC1=2)=[N+](C)C)C.F[P-](F)(F)(F)(F)F.CCN(C(C)C)C(C)C. Product: [C:1]([O:5][C:6]([N:8]1[CH2:13][CH2:12][CH:11]([C:14]2[CH:15]=[CH:16][C:17]([C:29](=[O:31])[NH2:30])=[C:18]([C:20]3[CH:28]=[CH:27][C:23]([C:24](=[O:26])[NH:32][C:33]4[CH:38]=[CH:37][CH:36]=[CH:35][CH:34]=4)=[CH:22][CH:21]=3)[N:19]=2)[CH2:10][CH2:9]1)=[O:7])([CH3:4])([CH3:3])[CH3:2]. The catalyst class is: 39. (4) Reactant: [C:1](OC(=O)C)(=[O:3])[CH3:2].[CH3:8][O:9][C:10]1[CH:36]=[CH:35][C:13]([CH2:14][O:15][C:16]2[CH:17]=[C:18]([CH:32]=[CH:33][CH:34]=2)[C:19]([NH:21][C:22]2[CH:27]=[CH:26][CH:25]=[CH:24][C:23]=2[S:28](=[O:31])(=[O:30])[NH2:29])=[O:20])=[CH:12][CH:11]=1. Product: [CH3:8][O:9][C:10]1[CH:11]=[CH:12][C:13]([CH2:14][O:15][C:16]2[CH:17]=[C:18]([CH:32]=[CH:33][CH:34]=2)[C:19]([NH:21][C:22]2[CH:27]=[CH:26][CH:25]=[CH:24][C:23]=2[S:28]([NH:29][C:1](=[O:3])[CH3:2])(=[O:30])=[O:31])=[O:20])=[CH:35][CH:36]=1. The catalyst class is: 367. (5) Reactant: C(Cl)(=O)C(Cl)=O.[Cl:7][C:8]1[CH:9]=[C:10]([C@H:14]([C@@:20]([C:26]2[CH:31]=[CH:30][C:29]([Cl:32])=[CH:28][CH:27]=2)([NH:22][CH:23]([CH3:25])[CH3:24])[CH3:21])[CH2:15][CH2:16][C:17]([OH:19])=O)[CH:11]=[CH:12][CH:13]=1.CN(C=O)C. Product: [Cl:7][C:8]1[CH:9]=[C:10]([C@@H:14]2[C@:20]([C:26]3[CH:31]=[CH:30][C:29]([Cl:32])=[CH:28][CH:27]=3)([CH3:21])[N:22]([CH:23]([CH3:24])[CH3:25])[C:17](=[O:19])[CH2:16][CH2:15]2)[CH:11]=[CH:12][CH:13]=1. The catalyst class is: 48.